From a dataset of Full USPTO retrosynthesis dataset with 1.9M reactions from patents (1976-2016). Predict the reactants needed to synthesize the given product. (1) The reactants are: Cl[C:2]1[C:11]2[C:6](=[CH:7][C:8]([N:15]3[CH2:20][CH2:19][CH:18]([N:21]4[CH2:25][CH2:24][CH2:23][CH2:22]4)[CH2:17][CH2:16]3)=[C:9]([N+:12]([O-:14])=[O:13])[CH:10]=2)[N:5]=[CH:4][C:3]=1[C:26]#[N:27].[Cl:28][C:29]1[CH:30]=[C:31]([CH:33]=[CH:34][C:35]=1[S:36][C:37]1[N:38]([CH3:42])[CH:39]=[CH:40][N:41]=1)[NH2:32].Cl.N1C=CC=CC=1.C(=O)(O)[O-].[Na+]. Given the product [Cl:28][C:29]1[CH:30]=[C:31]([NH:32][C:2]2[C:11]3[C:6](=[CH:7][C:8]([N:15]4[CH2:20][CH2:19][CH:18]([N:21]5[CH2:22][CH2:23][CH2:24][CH2:25]5)[CH2:17][CH2:16]4)=[C:9]([N+:12]([O-:14])=[O:13])[CH:10]=3)[N:5]=[CH:4][C:3]=2[C:26]#[N:27])[CH:33]=[CH:34][C:35]=1[S:36][C:37]1[N:38]([CH3:42])[CH:39]=[CH:40][N:41]=1, predict the reactants needed to synthesize it. (2) Given the product [CH2:46]([O:45][C:43]([NH:42][C:39]1[C:38](=[O:53])[N:37]2[C:33]([CH2:54][CH3:55])([C:31]([OH:32])=[O:30])[CH2:34][CH2:35][C:36]2=[N:41][CH:40]=1)=[O:44])[C:47]1[CH:48]=[CH:49][CH:50]=[CH:51][CH:52]=1, predict the reactants needed to synthesize it. The reactants are: C(OC(NC1C(=O)N2C(C)(C(O)=O)CCC2=NC=1)=O)C1C=CC=CC=1.C([O:30][C:31]([C:33]1([CH2:54][CH3:55])[N:37]2[C:38](=[O:53])[C:39]([NH:42][C:43]([O:45][CH2:46][C:47]3[CH:52]=[CH:51][CH:50]=[CH:49][CH:48]=3)=[O:44])=[CH:40][N:41]=[C:36]2[CH2:35][CH2:34]1)=[O:32])(C)(C)C. (3) Given the product [Cl:28][C:15]1[CH:14]=[C:13]([NH:12][C:2]2[CH:3]=[C:4]3[C:8](=[CH:9][CH:10]=2)[N:7]([CH3:11])[CH:6]=[CH:5]3)[CH:27]=[CH:26][C:16]=1[C:17]([C:19]1[CH:24]=[CH:23][CH:22]=[CH:21][C:20]=1[CH3:25])=[O:18], predict the reactants needed to synthesize it. The reactants are: Br[C:2]1[CH:3]=[C:4]2[C:8](=[CH:9][CH:10]=1)[N:7]([CH3:11])[CH:6]=[CH:5]2.[NH2:12][C:13]1[CH:27]=[CH:26][C:16]([C:17]([C:19]2[CH:24]=[CH:23][CH:22]=[CH:21][C:20]=2[CH3:25])=[O:18])=[C:15]([Cl:28])[CH:14]=1.C(O[Na])(C)(C)C. (4) Given the product [Cl:1][C:2]1[C:3]([NH:12][C:13]2[C:18]([Cl:19])=[CH:17][N:16]=[C:15]([NH:21][C:22]3[CH:34]=[CH:33][C:25]4[N:26]([CH3:32])[C:27](=[O:31])[CH2:28][CH2:29][CH2:30][C:24]=4[CH:23]=3)[N:14]=2)=[C:4]([CH:9]=[CH:10][CH:11]=1)[C:5]([NH:7][CH3:8])=[O:6], predict the reactants needed to synthesize it. The reactants are: [Cl:1][C:2]1[C:3]([NH:12][C:13]2[C:18]([Cl:19])=[CH:17][N:16]=[C:15](Cl)[N:14]=2)=[C:4]([CH:9]=[CH:10][CH:11]=1)[C:5]([NH:7][CH3:8])=[O:6].[NH2:21][C:22]1[CH:34]=[CH:33][C:25]2[N:26]([CH3:32])[C:27](=[O:31])[CH2:28][CH2:29][CH2:30][C:24]=2[CH:23]=1.Cl.